From a dataset of Full USPTO retrosynthesis dataset with 1.9M reactions from patents (1976-2016). Predict the reactants needed to synthesize the given product. Given the product [Br:1][C:2]1[CH:7]=[CH:6][CH:5]=[C:4]([CH2:8][CH2:9][CH:10]([F:37])[CH2:11][I:12])[CH:3]=1, predict the reactants needed to synthesize it. The reactants are: [Br:1][C:2]1[CH:7]=[CH:6][CH:5]=[C:4]([CH2:8][CH2:9][CH:10]=[CH2:11])[CH:3]=1.[I:12]N1C(=O)CCC1=O.CCCC[N+](CCCC)(CCCC)CCCC.[FH:37].F.[F-].